Dataset: Forward reaction prediction with 1.9M reactions from USPTO patents (1976-2016). Task: Predict the product of the given reaction. (1) Given the reactants [CH3:1][O:2][C:3]1[CH:4]=[C:5]2[C:10](=[CH:11][C:12]=1[O:13][CH2:14][CH2:15][N:16]1C(=O)C3C(=CC=CC=3)C1=O)[N:9]=[CH:8][CH:7]=[C:6]2[O:27][C:28]1[C:29]([CH3:38])=[N:30][C:31]2[C:36]([CH:37]=1)=[CH:35][CH:34]=[CH:33][CH:32]=2.NN, predict the reaction product. The product is: [CH3:1][O:2][C:3]1[CH:4]=[C:5]2[C:10](=[CH:11][C:12]=1[O:13][CH2:14][CH2:15][NH2:16])[N:9]=[CH:8][CH:7]=[C:6]2[O:27][C:28]1[C:29]([CH3:38])=[N:30][C:31]2[C:36]([CH:37]=1)=[CH:35][CH:34]=[CH:33][CH:32]=2. (2) The product is: [Cl:28][C:29]1[CH:36]=[C:35]([Cl:37])[CH:34]=[CH:33][C:30]=1/[CH:31]=[CH:19]/[C:18]([C:15]1[CH:14]=[CH:13][C:12]([O:11][CH2:10][C:9]([C:3]2[CH:4]=[CH:5][C:6]([F:8])=[CH:7][C:2]=2[F:1])([OH:27])[CH2:21][N:22]2[CH:26]=[N:25][CH:24]=[N:23]2)=[CH:17][CH:16]=1)=[O:20]. Given the reactants [F:1][C:2]1[CH:7]=[C:6]([F:8])[CH:5]=[CH:4][C:3]=1[C:9]([OH:27])([CH2:21][N:22]1[CH:26]=[N:25][CH:24]=[N:23]1)[CH2:10][O:11][C:12]1[CH:17]=[CH:16][C:15]([C:18](=[O:20])[CH3:19])=[CH:14][CH:13]=1.[Cl:28][C:29]1[CH:36]=[C:35]([Cl:37])[CH:34]=[CH:33][C:30]=1[CH:31]=O.[OH-].[Na+], predict the reaction product. (3) Given the reactants [C:1]([NH:4][C:5]1[CH:6]=[C:7]([N:21]2[CH2:27][CH2:26][CH2:25][N:24](C(OC(C)(C)C)=O)[CH2:23][CH2:22]2)[CH:8]=[CH:9][C:10]=1[S:11]([C:14]1[CH:19]=[CH:18][CH:17]=[C:16]([F:20])[CH:15]=1)(=[O:13])=[O:12])(=[O:3])[CH3:2].[CH3:35][S:36]([OH:39])(=[O:38])=[O:37], predict the reaction product. The product is: [CH3:35][S:36]([OH:39])(=[O:38])=[O:37].[N:21]1([C:7]2[CH:8]=[CH:9][C:10]([S:11]([C:14]3[CH:19]=[CH:18][CH:17]=[C:16]([F:20])[CH:15]=3)(=[O:13])=[O:12])=[C:5]([NH:4][C:1](=[O:3])[CH3:2])[CH:6]=2)[CH2:27][CH2:26][CH2:25][NH:24][CH2:23][CH2:22]1. (4) The product is: [ClH:35].[ClH:35].[F:1][C:2]1[CH:3]=[C:4]([NH:16][C:17]2[N:18]=[C:19]([C:26]3[CH:27]=[C:28]([CH2:32][C:33]#[N:34])[CH:29]=[CH:30][CH:31]=3)[C:20]3[CH:25]=[CH:24][NH:23][C:21]=3[N:22]=2)[CH:5]=[CH:6][C:7]=1[N:8]1[CH2:9][CH2:10][N:11]([CH2:14][CH3:15])[CH2:12][CH2:13]1. Given the reactants [F:1][C:2]1[CH:3]=[C:4]([NH:16][C:17]2[N:18]=[C:19]([C:26]3[CH:27]=[C:28]([CH2:32][C:33]#[N:34])[CH:29]=[CH:30][CH:31]=3)[C:20]3[CH:25]=[CH:24][NH:23][C:21]=3[N:22]=2)[CH:5]=[CH:6][C:7]=1[N:8]1[CH2:13][CH2:12][N:11]([CH2:14][CH3:15])[CH2:10][CH2:9]1.[ClH:35], predict the reaction product. (5) Given the reactants [NH2:1][C:2]1[CH:7]=[CH:6][N:5]=[CH:4][N:3]=1.[N+:8]([C:11]1[CH:12]=[C:13]([CH:17]=[CH:18][CH:19]=1)[C:14](O)=[O:15])([O-:10])=[O:9].CCN=C=NCCCN(C)C.Cl.C(N(CC)CC)C.CN(C1C=CC=CN=1)C, predict the reaction product. The product is: [N+:8]([C:11]1[CH:12]=[C:13]([CH:17]=[CH:18][CH:19]=1)[C:14]([NH:1][C:2]1[CH:7]=[CH:6][N:5]=[CH:4][N:3]=1)=[O:15])([O-:10])=[O:9]. (6) Given the reactants Cl.[OH:2][CH2:3][CH:4]([NH:7][C:8](=[O:26])[C:9]1[CH:14]=[CH:13][C:12]([O:15][CH2:16][CH2:17][CH2:18][CH:19]2[CH2:24][CH2:23][NH:22][CH2:21][CH2:20]2)=[N:11][C:10]=1[CH3:25])[CH2:5][OH:6].[Cl:27][C:28]1[CH:29]=[CH:30][C:31](F)=[N:32][CH:33]=1.C1CCN2C(=NCCC2)CC1, predict the reaction product. The product is: [Cl:27][C:28]1[CH:29]=[CH:30][C:31]([N:22]2[CH2:23][CH2:24][CH:19]([CH2:18][CH2:17][CH2:16][O:15][C:12]3[CH:13]=[CH:14][C:9]([C:8]([NH:7][CH:4]([CH2:5][OH:6])[CH2:3][OH:2])=[O:26])=[C:10]([CH3:25])[N:11]=3)[CH2:20][CH2:21]2)=[N:32][CH:33]=1. (7) Given the reactants C1(CC(Cl)=O)C=CC=CC=1.[Cl:11][C:12]1[CH:18]=[C:17]([O:19][C:20]2[C:29]3[C:24](=[CH:25][C:26]([O:32][CH3:33])=[C:27]([O:30][CH3:31])[CH:28]=3)[N:23]=[CH:22][CH:21]=2)[CH:16]=[CH:15][C:13]=1[NH2:14].[C:34]1([CH2:40][C:41]([N:43]=[C:44]=[S:45])=[O:42])[CH:39]=[CH:38][CH:37]=[CH:36][CH:35]=1, predict the reaction product. The product is: [C:34]1([CH2:40][C:41]([N:43]=[C:44]=[S:45])=[O:42])[CH:39]=[CH:38][CH:37]=[CH:36][CH:35]=1.[Cl:11][C:12]1[CH:18]=[C:17]([O:19][C:20]2[C:29]3[C:24](=[CH:25][C:26]([O:32][CH3:33])=[C:27]([O:30][CH3:31])[CH:28]=3)[N:23]=[CH:22][CH:21]=2)[CH:16]=[CH:15][C:13]=1[NH:14][C:44]([NH:43][C:41](=[O:42])[CH2:40][C:34]1[CH:35]=[CH:36][CH:37]=[CH:38][CH:39]=1)=[S:45].